Task: Predict which catalyst facilitates the given reaction.. Dataset: Catalyst prediction with 721,799 reactions and 888 catalyst types from USPTO Reactant: [Br:1][C:2]1[CH:10]=[CH:9][C:5]([C:6]([OH:8])=[O:7])=[C:4]([N+:11]([O-])=O)[CH:3]=1.[CH:14]([Mg]Br)=[CH2:15].[NH4+].[Cl-]. Product: [Br:1][C:2]1[CH:10]=[CH:9][C:5]([C:6]([OH:8])=[O:7])=[C:4]2[C:3]=1[CH:14]=[CH:15][NH:11]2. The catalyst class is: 1.